This data is from Full USPTO retrosynthesis dataset with 1.9M reactions from patents (1976-2016). The task is: Predict the reactants needed to synthesize the given product. (1) Given the product [CH2:16]([O:15][CH2:14][CH:10]([CH2:9][O:8][CH2:1][C:2]1[CH:3]=[CH:4][CH:5]=[CH:6][CH:7]=1)[CH2:11][C:12]#[N:13])[C:17]1[CH:18]=[CH:19][CH:20]=[CH:21][CH:22]=1, predict the reactants needed to synthesize it. The reactants are: [CH2:1]([O:8][CH2:9][C:10]([CH2:14][O:15][CH2:16][C:17]1[CH:22]=[CH:21][CH:20]=[CH:19][CH:18]=1)=[CH:11][C:12]#[N:13])[C:2]1[CH:7]=[CH:6][CH:5]=[CH:4][CH:3]=1. (2) The reactants are: FC(F)(F)C(O)=O.[Cl:8][C:9]1[C:10]([F:40])=[C:11]([CH:15]2[C:19]([C:22]3[CH:27]=[CH:26][C:25]([Cl:28])=[CH:24][C:23]=3[F:29])([C:20]#[N:21])[CH:18]([CH2:30][CH:31]3[CH2:36][CH2:35][O:34][CH2:33][CH2:32]3)[NH:17][CH:16]2[C:37]([OH:39])=O)[CH:12]=[CH:13][CH:14]=1.CC1(C)[O:46][C@@H:45]([CH2:47][CH2:48][NH2:49])[CH2:44][O:43]1.CN(C(ON1N=NC2C=CC=NC1=2)=[N+](C)C)C.F[P-](F)(F)(F)(F)F.CCN(C(C)C)C(C)C.Cl. Given the product [OH:46][C@H:45]([CH2:44][OH:43])[CH2:47][CH2:48][NH:49][C:37]([CH:16]1[CH:15]([C:11]2[CH:12]=[CH:13][CH:14]=[C:9]([Cl:8])[C:10]=2[F:40])[C:19]([C:22]2[CH:27]=[CH:26][C:25]([Cl:28])=[CH:24][C:23]=2[F:29])([C:20]#[N:21])[CH:18]([CH2:30][CH:31]2[CH2:32][CH2:33][O:34][CH2:35][CH2:36]2)[NH:17]1)=[O:39], predict the reactants needed to synthesize it. (3) Given the product [F:1][C:2]([F:19])([F:18])[C:3]1[CH:8]=[CH:7][C:6]([C:9]2[CH:10]=[C:11]([C:12]([F:15])([F:14])[F:13])[N:22]3[N:23]=[CH:24][C:25]([C:26]4[CH:27]=[N:28][CH:29]=[CH:30][CH:31]=4)=[C:21]3[N:20]=2)=[CH:5][CH:4]=1, predict the reactants needed to synthesize it. The reactants are: [F:1][C:2]([F:19])([F:18])[C:3]1[CH:8]=[CH:7][C:6]([C:9](=O)[CH2:10][C:11](=O)[C:12]([F:15])([F:14])[F:13])=[CH:5][CH:4]=1.[NH2:20][C:21]1[C:25]([C:26]2[CH:27]=[N:28][CH:29]=[CH:30][CH:31]=2)=[CH:24][NH:23][N:22]=1. (4) Given the product [ClH:26].[CH2:1]([N:4]1[CH2:5][CH2:6][CH:7]([O:10][C:11](=[O:33])[N:12]([CH3:32])[C:13]2[CH:17]=[C:16]([CH3:18])[N:15]([CH2:19][C:20]3[CH:25]=[C:24]([Cl:26])[CH:23]=[CH:22][C:21]=3[O:27][CH2:28][CH:29]([CH3:30])[CH3:31])[N:14]=2)[CH2:8][CH2:9]1)[CH2:2][CH3:3], predict the reactants needed to synthesize it. The reactants are: [CH2:1]([N:4]1[CH2:9][CH2:8][CH:7]([O:10][C:11](=[O:33])[N:12]([CH3:32])[C:13]2[CH:17]=[C:16]([CH3:18])[N:15]([CH2:19][C:20]3[CH:25]=[C:24]([Cl:26])[CH:23]=[CH:22][C:21]=3[O:27][CH2:28][CH:29]([CH3:31])[CH3:30])[N:14]=2)[CH2:6][CH2:5]1)[CH2:2][CH3:3].